From a dataset of Forward reaction prediction with 1.9M reactions from USPTO patents (1976-2016). Predict the product of the given reaction. (1) The product is: [N:25]12[CH2:30][CH2:29][CH:28]([CH2:27][CH2:26]1)[CH:23]([O:22][C:11](=[O:12])[NH:10][C:7]1([C:4]3[CH:3]=[C:2]([Br:1])[S:6][CH:5]=3)[CH2:9][CH2:8]1)[CH2:24]2. Given the reactants [Br:1][C:2]1[S:6][CH:5]=[C:4]([C:7]([NH2:10])([CH3:9])[CH3:8])[CH:3]=1.[C:11](=O)([O:22][CH:23]1[CH:28]2[CH2:29][CH2:30][N:25]([CH2:26][CH2:27]2)[CH2:24]1)[O:12]C1C=CC([N+]([O-])=O)=CC=1, predict the reaction product. (2) Given the reactants [CH3:1][N:2]1[CH2:7][CH2:6][N:5]([CH2:8][C:9]2[CH:17]=[CH:16][C:12]([C:13]([OH:15])=O)=[CH:11][CH:10]=2)[CH2:4][CH2:3]1.[F:18][C:19]1[CH:24]=[CH:23][C:22]([CH:25]([C:29]2[CH:34]=[CH:33][C:32]([F:35])=[CH:31][CH:30]=2)[CH2:26][CH2:27][NH2:28])=[CH:21][CH:20]=1, predict the reaction product. The product is: [F:18][C:19]1[CH:24]=[CH:23][C:22]([CH:25]([C:29]2[CH:30]=[CH:31][C:32]([F:35])=[CH:33][CH:34]=2)[CH2:26][CH2:27][NH:28][C:13](=[O:15])[C:12]2[CH:11]=[CH:10][C:9]([CH2:8][N:5]3[CH2:4][CH2:3][N:2]([CH3:1])[CH2:7][CH2:6]3)=[CH:17][CH:16]=2)=[CH:21][CH:20]=1.